From a dataset of Forward reaction prediction with 1.9M reactions from USPTO patents (1976-2016). Predict the product of the given reaction. (1) Given the reactants [CH3:1][C:2]1[C:14]([CH3:15])=[CH:13][CH:12]=[CH:11][C:3]=1[O:4][C:5]([CH3:10])([CH3:9])[C:6]([OH:8])=O.CN(C=O)C.C(Cl)(=O)C(Cl)=O.[Cl-].[Al+3].[Cl-].[Cl-], predict the reaction product. The product is: [CH3:9][C:5]1([CH3:10])[C:6](=[O:8])[C:11]2[CH:12]=[CH:13][C:14]([CH3:15])=[C:2]([CH3:1])[C:3]=2[O:4]1. (2) Given the reactants [CH:1]([C:4]1[CH:5]=[C:6]([CH:12]=[CH:13][C:14]([CH2:16][NH:17][C:18]2[CH:27]=[CH:26][C:21]([C:22]([O:24]C)=[O:23])=[CH:20][CH:19]=2)=[O:15])[O:7][C:8]=1[CH:9]([CH3:11])[CH3:10])([CH3:3])[CH3:2].[OH-].[Li+], predict the reaction product. The product is: [CH:1]([C:4]1[CH:5]=[C:6]([CH:12]=[CH:13][C:14]([CH2:16][NH:17][C:18]2[CH:27]=[CH:26][C:21]([C:22]([OH:24])=[O:23])=[CH:20][CH:19]=2)=[O:15])[O:7][C:8]=1[CH:9]([CH3:10])[CH3:11])([CH3:2])[CH3:3].